This data is from NCI-60 drug combinations with 297,098 pairs across 59 cell lines. The task is: Regression. Given two drug SMILES strings and cell line genomic features, predict the synergy score measuring deviation from expected non-interaction effect. (1) Drug 1: C1C(C(OC1N2C=NC3=C(N=C(N=C32)Cl)N)CO)O. Drug 2: C1=CN(C=N1)CC(O)(P(=O)(O)O)P(=O)(O)O. Cell line: NCIH23. Synergy scores: CSS=25.7, Synergy_ZIP=3.38, Synergy_Bliss=2.76, Synergy_Loewe=-15.8, Synergy_HSA=0.141. (2) Drug 1: CC1CCC2CC(C(=CC=CC=CC(CC(C(=O)C(C(C(=CC(C(=O)CC(OC(=O)C3CCCCN3C(=O)C(=O)C1(O2)O)C(C)CC4CCC(C(C4)OC)O)C)C)O)OC)C)C)C)OC. Drug 2: CC1=C(C(=O)C2=C(C1=O)N3CC4C(C3(C2COC(=O)N)OC)N4)N. Cell line: CAKI-1. Synergy scores: CSS=40.8, Synergy_ZIP=16.3, Synergy_Bliss=22.9, Synergy_Loewe=-0.517, Synergy_HSA=4.77. (3) Drug 1: CC(C1=C(C=CC(=C1Cl)F)Cl)OC2=C(N=CC(=C2)C3=CN(N=C3)C4CCNCC4)N. Drug 2: CC1=C2C(C(=O)C3(C(CC4C(C3C(C(C2(C)C)(CC1OC(=O)C(C(C5=CC=CC=C5)NC(=O)OC(C)(C)C)O)O)OC(=O)C6=CC=CC=C6)(CO4)OC(=O)C)OC)C)OC. Cell line: SW-620. Synergy scores: CSS=62.3, Synergy_ZIP=17.3, Synergy_Bliss=16.9, Synergy_Loewe=9.65, Synergy_HSA=18.3. (4) Drug 1: C1=CC(=CC=C1CC(C(=O)O)N)N(CCCl)CCCl.Cl. Drug 2: CS(=O)(=O)OCCCCOS(=O)(=O)C. Cell line: SK-MEL-2. Synergy scores: CSS=5.89, Synergy_ZIP=1.06, Synergy_Bliss=1.25, Synergy_Loewe=-6.36, Synergy_HSA=-3.97.